This data is from Reaction yield outcomes from USPTO patents with 853,638 reactions. The task is: Predict the reaction yield, written as a fraction of the theoretical maximum amount of product (1.0 means a 100% yield; for example, 0.34 means a 34% yield). (1) The reactants are [CH:1]1([CH2:6][CH:7]([C:11]2[CH:16]=[CH:15][C:14]([Cl:17])=[C:13]([Cl:18])[CH:12]=2)[C:8]([OH:10])=O)[CH2:5][CH2:4][CH2:3][CH2:2]1.C1(N=C=NC2CCCCC2)CCCCC1.[NH2:34][C:35]1[N:36]=[N:37][CH:38]=[CH:39][N:40]=1. The catalyst is N1C=CC=CC=1. The product is [CH:1]1([CH2:6][CH:7]([C:11]2[CH:16]=[CH:15][C:14]([Cl:17])=[C:13]([Cl:18])[CH:12]=2)[C:8]([NH:34][C:35]2[N:36]=[N:37][CH:38]=[CH:39][N:40]=2)=[O:10])[CH2:2][CH2:3][CH2:4][CH2:5]1. The yield is 0.0800. (2) The reactants are Cl.[CH3:2][S:3]([NH:6][C:7]1[CH:15]=[C:14]2[C:10]([CH:11]=[C:12]([C:16]([OH:18])=O)[NH:13]2)=[CH:9][CH:8]=1)(=[O:5])=[O:4].[NH2:19][C:20]1[CH:21]=[C:22]([C:26]([C:29]2[CH:34]=[CH:33][CH:32]=[CH:31][CH:30]=2)([OH:28])[CH3:27])[CH:23]=[CH:24][CH:25]=1.CN(C(ON1N=NC2C=CC=NC1=2)=[N+](C)C)C.F[P-](F)(F)(F)(F)F.CCN(C(C)C)C(C)C. The catalyst is CN(C=O)C. The product is [OH:28][C:26]([C:22]1[CH:21]=[C:20]([NH:19][C:16]([C:12]2[NH:13][C:14]3[C:10]([CH:11]=2)=[CH:9][CH:8]=[C:7]([NH:6][S:3]([CH3:2])(=[O:4])=[O:5])[CH:15]=3)=[O:18])[CH:25]=[CH:24][CH:23]=1)([C:29]1[CH:30]=[CH:31][CH:32]=[CH:33][CH:34]=1)[CH3:27]. The yield is 0.390. (3) The reactants are [F:1][C:2]1([F:11])[CH2:5][C:4]([CH2:9][F:10])(C(O)=O)[CH2:3]1.C1C=CC(P(N=[N+]=[N-])(C2C=CC=CC=2)=O)=CC=1.[Cl:29][C:30]1[CH:31]=[C:32]([C:36]2[C:44]([C:45]([NH2:47])=[O:46])=[C:39]3[CH2:40][NH:41][CH2:42][CH2:43][N:38]3[N:37]=2)[CH:33]=[CH:34][CH:35]=1.C[N:49]([CH:51]=[O:52])C. The catalyst is C1(C)C=CC=CC=1. The product is [Cl:29][C:30]1[CH:31]=[C:32]([C:36]2[C:44]([C:45]([NH2:47])=[O:46])=[C:39]3[CH2:40][N:41]([C:51]([NH:49][C:4]4([CH2:9][F:10])[CH2:3][C:2]([F:1])([F:11])[CH2:5]4)=[O:52])[CH2:42][CH2:43][N:38]3[N:37]=2)[CH:33]=[CH:34][CH:35]=1. The yield is 0.500. (4) The product is [C:1]([O:5][C:6]([NH:8][C@:9]1([C:14]([O:16][CH2:17][CH3:18])=[O:15])[CH2:11][C@H:10]1[CH2:12][CH2:13][OH:29])=[O:7])([CH3:4])([CH3:2])[CH3:3]. The catalyst is C1COCC1.CCCCCC.CCOC(C)=O.C(O)(=O)C. The yield is 0.702. The reactants are [C:1]([O:5][C:6]([NH:8][C@:9]1([C:14]([O:16][CH2:17][CH3:18])=[O:15])[CH2:11][C@H:10]1[CH:12]=[CH2:13])=[O:7])([CH3:4])([CH3:3])[CH3:2].B1C2CCCC1CCC2.[Na].[OH:29]O. (5) The reactants are C[CH:2]([OH:14])[CH2:3][O:4][CH2:5][CH2:6][O:7][CH2:8][CH2:9][O:10][CH2:11][CH2:12][OH:13].[C:15]([O:19][C:20]([CH3:23])([CH3:22])[CH3:21])(=[O:18])[CH:16]=[CH2:17].[CH2:24]1COCC1. The catalyst is [Na]. The product is [C:20]([O:19][C:15](=[O:18])[CH2:16][CH2:17][O:14][CH2:2][CH2:3][O:4][CH2:5][CH2:6][O:7][CH2:8][CH2:9][O:10][CH2:11][CH2:12][O:13][CH3:24])([CH3:23])([CH3:22])[CH3:21]. The yield is 0.790.